This data is from Reaction yield outcomes from USPTO patents with 853,638 reactions. The task is: Predict the reaction yield, written as a fraction of the theoretical maximum amount of product (1.0 means a 100% yield; for example, 0.34 means a 34% yield). (1) The catalyst is CN(C=O)C.O. The product is [Cl:12][C:11]1[C:6]([CH:4]2[CH2:5][N:2]([C:14]3[N:23]=[CH:22][C:21]4[C:16](=[CH:17][CH:18]=[CH:19][CH:20]=4)[N:15]=3)[CH2:3]2)=[N:7][CH:8]=[CH:9][N:10]=1. The yield is 0.470. The reactants are Cl.[NH:2]1[CH2:5][CH:4]([C:6]2[C:11]([Cl:12])=[N:10][CH:9]=[CH:8][N:7]=2)[CH2:3]1.Cl[C:14]1[N:23]=[CH:22][C:21]2[C:16](=[CH:17][CH:18]=[CH:19][CH:20]=2)[N:15]=1.C(=O)([O-])[O-].[Cs+].[Cs+]. (2) The reactants are F[C:2]1[CH:7]=[C:6]([CH3:8])[CH:5]=[CH:4][N:3]=1.[CH3:9][CH:10]([CH3:13])[C:11]#[N:12].C[Si](C)(C)[N-][Si](C)(C)C.[K+]. The catalyst is C1(C)C=CC=CC=1. The product is [CH3:9][C:10]([C:2]1[CH:7]=[C:6]([CH3:8])[CH:5]=[CH:4][N:3]=1)([CH3:13])[C:11]#[N:12]. The yield is 0.700. (3) The reactants are [Cl:1][C:2]1[N:7]=[C:6]2[CH:8]=[N:9][CH:10]=[CH:11][C:5]2=[N:4][C:3]=1[N:12]1[CH2:17][CH2:16][CH:15]([O:18][C:19]2[CH:24]=[CH:23][C:22]([F:25])=[CH:21][C:20]=2[F:26])[CH2:14][CH2:13]1.[CH2:27](Br)[C:28]1[CH:33]=[CH:32][CH:31]=[CH:30][CH:29]=1.C(O[BH-](OC(=O)C)OC(=O)C)(=O)C.[Na+]. The catalyst is C(#N)C. The product is [CH2:27]([N:9]1[CH2:10][CH2:11][C:5]2[C:6](=[N:7][C:2]([Cl:1])=[C:3]([N:12]3[CH2:17][CH2:16][CH:15]([O:18][C:19]4[CH:24]=[CH:23][C:22]([F:25])=[CH:21][C:20]=4[F:26])[CH2:14][CH2:13]3)[N:4]=2)[CH2:8]1)[C:28]1[CH:33]=[CH:32][CH:31]=[CH:30][CH:29]=1. The yield is 0.568. (4) The reactants are Cl[C:2]1[CH:11]=[N:10][C:9]2[C:8]([C:12]([O:14][CH3:15])=[O:13])=[C:7]([O:16][CH3:17])[CH:6]=[CH:5][C:4]=2[N:3]=1.[CH2:18]([NH2:25])[C:19]1[CH:24]=[CH:23][CH:22]=[CH:21][CH:20]=1.C(=O)(O)[O-].[Na+]. The catalyst is O1CCCC1. The product is [CH3:17][O:16][C:7]1[CH:6]=[CH:5][C:4]2[N:3]=[C:2]([NH:25][CH2:18][C:19]3[CH:24]=[CH:23][CH:22]=[CH:21][CH:20]=3)[CH:11]=[N:10][C:9]=2[C:8]=1[C:12]([O:14][CH3:15])=[O:13]. The yield is 0.760. (5) The reactants are [Cl:1][C:2]1[CH:7]=[CH:6][C:5]([C:8](=O)[CH2:9][C:10](=O)[C:11]([F:14])([F:13])[F:12])=[CH:4][C:3]=1[CH3:17].[NH2:18][C:19]1[C:23]([C:24]#[N:25])=[C:22]([CH2:26][C:27]#[N:28])[NH:21][N:20]=1. No catalyst specified. The product is [Cl:1][C:2]1[CH:7]=[CH:6][C:5]([C:8]2[CH:9]=[C:10]([C:11]([F:14])([F:13])[F:12])[N:20]3[N:21]=[C:22]([CH2:26][C:27]#[N:28])[C:23]([C:24]#[N:25])=[C:19]3[N:18]=2)=[CH:4][C:3]=1[CH3:17]. The yield is 0.530. (6) The reactants are [Cl:1][C:2]1[CH:3]=[CH:4][C:5]([S:8]([CH2:11][CH2:12][CH2:13]Cl)(=[O:10])=[O:9])=[N:6][CH:7]=1.CC(C)([O-])C.[K+].[Cl-].[NH4+]. The catalyst is O1CCCC1. The product is [Cl:1][C:2]1[CH:3]=[CH:4][C:5]([S:8]([CH:11]2[CH2:13][CH2:12]2)(=[O:10])=[O:9])=[N:6][CH:7]=1. The yield is 0.600. (7) The catalyst is ClCCl. The yield is 1.00. The product is [NH2:16][S:17]([NH:20][C:21]1[CH:22]=[C:23]([CH:45]=[CH:46][CH:47]=1)[CH2:24][C:25]1[C:26](=[O:44])[O:27][C:28]2[CH:36]=[C:35]([O:37][C:38](=[O:42])[N:39]([CH3:40])[CH3:41])[C:34]([Cl:43])=[CH:33][C:29]=2[C:30]=1[CH2:31][F:32])(=[O:18])=[O:19]. The reactants are FC(F)(F)C(O)=O.C(OC(O[NH:16][S:17]([NH:20][C:21]1[CH:22]=[C:23]([CH:45]=[CH:46][CH:47]=1)[CH2:24][C:25]1[C:26](=[O:44])[O:27][C:28]2[CH:36]=[C:35]([O:37][C:38](=[O:42])[N:39]([CH3:41])[CH3:40])[C:34]([Cl:43])=[CH:33][C:29]=2[C:30]=1[CH2:31][F:32])(=[O:19])=[O:18])=O)(C)(C)C.C(=O)([O-])O.[Na+]. (8) The reactants are [C:1]([C:5]1[CH:24]=[CH:23][C:8]([O:9][CH2:10][CH2:11][N:12]2C(=O)C3C(=CC=CC=3)C2=O)=[CH:7][CH:6]=1)([CH3:4])([CH3:3])[CH3:2].[OH-].[Na+]. The catalyst is CO. The product is [C:1]([C:5]1[CH:24]=[CH:23][C:8]([O:9][CH2:10][CH2:11][NH2:12])=[CH:7][CH:6]=1)([CH3:4])([CH3:2])[CH3:3]. The yield is 0.310. (9) The reactants are [C:1]([OH:12])(=[O:11])[C:2]1[CH:10]=[C:8]([OH:9])[C:6]([OH:7])=[C:4]([OH:5])[CH:3]=1.OS(O)(=O)=O.[CH3:18]O. No catalyst specified. The product is [OH:5][C:4]1[CH:3]=[C:2]([CH:10]=[C:8]([OH:9])[C:6]=1[OH:7])[C:1]([O:12][CH3:18])=[O:11]. The yield is 0.850.